This data is from Reaction yield outcomes from USPTO patents with 853,638 reactions. The task is: Predict the reaction yield, written as a fraction of the theoretical maximum amount of product (1.0 means a 100% yield; for example, 0.34 means a 34% yield). The reactants are [N:1]12[CH2:7][C:4]([C:8]([C:17]3[CH:22]=[CH:21][CH:20]=[CH:19][CH:18]=3)([C:11]3[CH:16]=[CH:15][CH:14]=[CH:13][CH:12]=3)[C:9]#[N:10])([CH2:5][CH2:6]1)[CH2:3][CH2:2]2.[C:23]1([CH2:29][O:30][CH2:31][CH2:32][Br:33])[CH:28]=[CH:27][CH:26]=[CH:25][CH:24]=1. No catalyst specified. The product is [Br-:33].[C:9]([C:8]([C:17]1[CH:22]=[CH:21][CH:20]=[CH:19][CH:18]=1)([C:11]1[CH:12]=[CH:13][CH:14]=[CH:15][CH:16]=1)[C:4]12[CH2:7][N+:1]([CH2:32][CH2:31][O:30][CH2:29][C:23]3[CH:28]=[CH:27][CH:26]=[CH:25][CH:24]=3)([CH2:6][CH2:5]1)[CH2:2][CH2:3]2)#[N:10]. The yield is 0.370.